Task: Predict the reactants needed to synthesize the given product.. Dataset: Full USPTO retrosynthesis dataset with 1.9M reactions from patents (1976-2016) (1) Given the product [Br:1][C:2]1[CH:3]=[C:4]([N+:12]([O-:14])=[O:13])[C:5]([O:10][CH3:11])=[C:6]([CH:9]=1)[CH:7]=[O:8], predict the reactants needed to synthesize it. The reactants are: [Br:1][C:2]1[CH:3]=[CH:4][C:5]([O:10][CH3:11])=[C:6]([CH:9]=1)[CH:7]=[O:8].[N+:12]([O-])([OH:14])=[O:13].O. (2) Given the product [C:5](=[O:6])([O-:8])[O-:7].[Nd+3:2].[C:10](=[O:11])([O-:13])[O-:12].[C:5](=[O:6])([O-:8])[O-:7].[Nd+3:2], predict the reactants needed to synthesize it. The reactants are: [Cl-].[Nd+3:2].[Cl-].[Cl-].[C:5](=[O:8])([OH:7])[O-:6].[Mg+2].[C:10](=[O:13])([OH:12])[O-:11].[Nd]. (3) Given the product [Cl:21][C:22]1[CH:27]=[CH:26][CH:25]=[C:24]([Cl:28])[C:23]=1[O:29][C:2]1[CH:19]=[C:6]2[C:7]3[C:12]([CH2:13][CH2:14][N:5]2[C:4](=[O:20])[N:3]=1)=[CH:11][C:10]([O:15][CH3:16])=[C:9]([O:17][CH3:18])[CH:8]=3, predict the reactants needed to synthesize it. The reactants are: Cl[C:2]1[CH:19]=[C:6]2[C:7]3[C:12]([CH2:13][CH2:14][N:5]2[C:4](=[O:20])[N:3]=1)=[CH:11][C:10]([O:15][CH3:16])=[C:9]([O:17][CH3:18])[CH:8]=3.[Cl:21][C:22]1[CH:27]=[CH:26][CH:25]=[C:24]([Cl:28])[C:23]=1[OH:29].C(=O)([O-])[O-].[K+].[K+]. (4) Given the product [OH:18][C:19]1[C:5]2[C:3](=[C:2]([I:1])[CH:8]=[C:7]([CH2:9][CH:10]3[CH2:11][CH2:12][O:13][CH2:14][CH2:15]3)[CH:6]=2)[N:4]=[CH:26][C:20]=1[C:21]([O:23][CH2:24][CH3:25])=[O:22], predict the reactants needed to synthesize it. The reactants are: [I:1][C:2]1[CH:8]=[C:7]([CH2:9][CH:10]2[CH2:15][CH2:14][O:13][CH2:12][CH2:11]2)[CH:6]=[CH:5][C:3]=1[NH2:4].C([O:18][CH:19]=[C:20]([C:26](OCC)=O)[C:21]([O:23][CH2:24][CH3:25])=[O:22])C.